From a dataset of Full USPTO retrosynthesis dataset with 1.9M reactions from patents (1976-2016). Predict the reactants needed to synthesize the given product. (1) Given the product [Cl:34][CH2:31][C:26]1[N:8]([CH2:9][CH2:10][CH2:11][CH2:12][NH:13][C:14](=[O:20])[O:15][C:16]([CH3:17])([CH3:18])[CH3:19])[C:7]2[C:6]([CH3:21])=[C:5]([CH3:22])[N:4]3[N:23]=[N:24][N:25]=[C:3]3[C:2]=2[N:1]=1, predict the reactants needed to synthesize it. The reactants are: [NH2:1][C:2]1[C:3]2[N:4]([N:23]=[N:24][N:25]=2)[C:5]([CH3:22])=[C:6]([CH3:21])[C:7]=1[NH:8][CH2:9][CH2:10][CH2:11][CH2:12][NH:13][C:14](=[O:20])[O:15][C:16]([CH3:19])([CH3:18])[CH3:17].[C:26](=O)(O)[O-].[Na+].[CH:31]([Cl:34])(Cl)Cl. (2) Given the product [CH3:45][O:44][C:36]1[CH:37]=[CH:38][CH:39]=[CH:40][C:35]=1[C:33]([NH2:32])=[O:34], predict the reactants needed to synthesize it. The reactants are: IC1C2C(=NC=NC=2N)N([C@H]2CC[C@@H](N3CCN(C)CC3)CC2)N=1.C([NH:32][C:33]([C:35]1[CH:40]=[CH:39][C:38](B(O)O)=[CH:37][C:36]=1[O:44][CH3:45])=[O:34])C1C=CC=CC=1.C(=O)([O-])[O-].[Na+].[Na+].COCCOC. (3) Given the product [C:41]([O:40][C@@H:35]([C:26]1[C:25]([CH3:45])=[CH:24][C:22]2[N:23]=[C:19]([N:13]3[CH:14]=[CH:15][CH:16]=[C:11]([C:7]4[CH:6]=[C:5]5[C:10](=[CH:9][CH:8]=4)[N:2]([CH3:1])[N:3]=[CH:4]5)[C:12]3=[O:17])[S:20][C:21]=2[C:27]=1[C:28]1[CH:29]=[CH:30][C:31]([Cl:34])=[CH:32][CH:33]=1)[C:36]([O:38][CH3:39])=[O:37])([CH3:44])([CH3:42])[CH3:43], predict the reactants needed to synthesize it. The reactants are: [CH3:1][N:2]1[C:10]2[C:5](=[CH:6][C:7]([C:11]3[C:12](=[O:17])[NH:13][CH:14]=[CH:15][CH:16]=3)=[CH:8][CH:9]=2)[CH:4]=[N:3]1.Br[C:19]1[S:20][C:21]2[C:27]([C:28]3[CH:33]=[CH:32][C:31]([Cl:34])=[CH:30][CH:29]=3)=[C:26]([C@H:35]([O:40][C:41]([CH3:44])([CH3:43])[CH3:42])[C:36]([O:38][CH3:39])=[O:37])[C:25]([CH3:45])=[CH:24][C:22]=2[N:23]=1.CN[C@@H]1CCCC[C@H]1NC.C(=O)([O-])[O-].[K+].[K+]. (4) Given the product [Cl:13][C:11]1[C:10]([C:14]([F:17])([F:16])[F:15])=[CH:9][N:8]=[C:7]([NH:24][C:22]2[CH:21]=[N:20][N:19]([CH3:18])[CH:23]=2)[N:12]=1, predict the reactants needed to synthesize it. The reactants are: CCOCC.Cl[C:7]1[N:12]=[C:11]([Cl:13])[C:10]([C:14]([F:17])([F:16])[F:15])=[CH:9][N:8]=1.[CH3:18][N:19]1[CH:23]=[C:22]([NH2:24])[CH:21]=[N:20]1.CCN(C(C)C)C(C)C.